This data is from TCR-epitope binding with 47,182 pairs between 192 epitopes and 23,139 TCRs. The task is: Binary Classification. Given a T-cell receptor sequence (or CDR3 region) and an epitope sequence, predict whether binding occurs between them. (1) The epitope is SLYNTVATL. The TCR CDR3 sequence is CASSYHRDSSYEQYF. Result: 0 (the TCR does not bind to the epitope). (2) The epitope is SLVKPSFYV. The TCR CDR3 sequence is CASSYLGSYNEQFF. Result: 1 (the TCR binds to the epitope). (3) The epitope is FLKEKGGL. The TCR CDR3 sequence is CASTVARDGGELFF. Result: 1 (the TCR binds to the epitope). (4) The epitope is AYILFTRFFYV. The TCR CDR3 sequence is CASSQGTYSNQETQYF. Result: 1 (the TCR binds to the epitope). (5) The epitope is FTYASALWEI. The TCR CDR3 sequence is CASSSGQGNIQYF. Result: 0 (the TCR does not bind to the epitope). (6) The TCR CDR3 sequence is CASSSGTYNEQFF. Result: 0 (the TCR does not bind to the epitope). The epitope is YFPLQSYGF.